Dataset: Peptide-MHC class II binding affinity with 134,281 pairs from IEDB. Task: Regression. Given a peptide amino acid sequence and an MHC pseudo amino acid sequence, predict their binding affinity value. This is MHC class II binding data. The binding affinity (normalized) is 0.396. The peptide sequence is GEMQIVDKIDAAFKI. The MHC is DRB1_0802 with pseudo-sequence DRB1_0802.